From a dataset of Forward reaction prediction with 1.9M reactions from USPTO patents (1976-2016). Predict the product of the given reaction. (1) Given the reactants [Cl:1][C:2]1[N:7]=[C:6]([Cl:8])[C:5]([CH3:9])=[CH:4][N:3]=1.[NH:10]([CH3:12])[CH3:11].C([O-])(O)=O.[Na+], predict the reaction product. The product is: [Cl:1][C:2]1[N:7]=[C:6]([N:10]([CH3:12])[CH3:11])[C:5]([CH3:9])=[CH:4][N:3]=1.[Cl:8][C:6]1[C:5]([CH3:9])=[CH:4][N:3]=[C:2]([N:10]([CH3:12])[CH3:11])[N:7]=1. (2) Given the reactants [Cl:1][C:2]1[C:3]([F:19])=[C:4]([CH:8]([NH:11]C(=O)OC(C)(C)C)[CH2:9][OH:10])[CH:5]=[CH:6][CH:7]=1.Cl, predict the reaction product. The product is: [ClH:1].[NH2:11][CH:8]([C:4]1[CH:5]=[CH:6][CH:7]=[C:2]([Cl:1])[C:3]=1[F:19])[CH2:9][OH:10]. (3) Given the reactants [Cl:1][C:2]1[CH:14]=[C:13]([O:15][CH2:16][CH:17]=[C:18]([Cl:20])[Cl:19])[CH:12]=[C:11]([Cl:21])[C:3]=1[O:4][CH2:5][CH2:6][CH2:7][CH2:8][CH:9]=O.Cl.[Cl:23][C:24]([Cl:29])=[CH:25][CH2:26][O:27][NH2:28].Cl, predict the reaction product. The product is: [Cl:23][C:24]([Cl:29])=[CH:25][CH2:26][O:27][N:28]=[CH:9][CH2:8][CH2:7][CH2:6][CH2:5][O:4][C:3]1[C:2]([Cl:1])=[CH:14][C:13]([O:15][CH2:16][CH:17]=[C:18]([Cl:20])[Cl:19])=[CH:12][C:11]=1[Cl:21]. (4) The product is: [F:1][C:2]([F:18])([F:17])[C:3]([N:5]1[CH2:11][CH2:10][C:9]2[CH:12]=[C:13]([C:23]#[C:22][CH2:21][CH2:20][CH2:28][CH2:27][CH2:26][CH3:25])[CH:14]=[CH:15][C:8]=2[CH2:7][CH2:6]1)=[O:4]. Given the reactants [F:1][C:2]([F:18])([F:17])[C:3]([N:5]1[CH2:11][CH2:10][C:9]2[CH:12]=[C:13](I)[CH:14]=[CH:15][C:8]=2[CH2:7][CH2:6]1)=[O:4].I[C:20]1[CH:21]=[C:22]2[C:26](=[CH:27][CH:28]=1)[CH2:25]N(C(C1C=CC=CC=1)(C1C=CC=CC=1)C1C=CC=CC=1)[CH2:23]2, predict the reaction product. (5) Given the reactants [C:1]([C:5]1[S:9]/[C:8](=[N:10]\[C:11](=[O:21])[C:12]2[CH:17]=[C:16]([Cl:18])[CH:15]=[CH:14][C:13]=2[O:19][CH3:20])/[N:7]([CH2:22][C@H:23]([NH:25]C(=O)OC(C)(C)C)[CH3:24])[CH:6]=1)([CH3:4])([CH3:3])[CH3:2].Cl, predict the reaction product. The product is: [NH2:25][C@H:23]([CH3:24])[CH2:22][N:7]1[CH:6]=[C:5]([C:1]([CH3:3])([CH3:4])[CH3:2])[S:9]/[C:8]/1=[N:10]\[C:11](=[O:21])[C:12]1[CH:17]=[C:16]([Cl:18])[CH:15]=[CH:14][C:13]=1[O:19][CH3:20]. (6) Given the reactants [CH3:1][O:2][C:3]1[CH:4]=[C:5]([C:9]2[C:17]3[O:16][CH:15]([CH2:18][NH2:19])[CH2:14][C:13]=3[CH:12]=[CH:11][CH:10]=2)[CH:6]=[CH:7][CH:8]=1.C(N(C(C)C)CC)(C)C.Cl[C:30]([O:32][CH2:33][C:34]1[CH:39]=[CH:38][CH:37]=[CH:36][CH:35]=1)=[O:31], predict the reaction product. The product is: [CH2:33]([O:32][C:30](=[O:31])[NH:19][CH2:18][CH:15]1[CH2:14][C:13]2[CH:12]=[CH:11][CH:10]=[C:9]([C:5]3[CH:6]=[CH:7][CH:8]=[C:3]([O:2][CH3:1])[CH:4]=3)[C:17]=2[O:16]1)[C:34]1[CH:39]=[CH:38][CH:37]=[CH:36][CH:35]=1. (7) Given the reactants [N:1]1([C:8]([O:10][C:11]([CH3:14])([CH3:13])[CH3:12])=[O:9])[CH2:7][CH2:6][CH2:5][NH:4][CH2:3][CH2:2]1.[CH3:15][C:16]([CH3:18])=O.C(O[BH-](OC(=O)C)OC(=O)C)(=O)C.[Na+], predict the reaction product. The product is: [CH3:15][CH:16]([N:4]1[CH2:5][CH2:6][CH2:7][N:1]([C:8]([O:10][C:11]([CH3:14])([CH3:13])[CH3:12])=[O:9])[CH2:2][CH2:3]1)[CH3:18]. (8) Given the reactants [F:1][C:2]([F:48])([F:47])[C:3]1[CH:4]=[C:5]([CH:44]=[CH:45][CH:46]=1)[CH2:6][NH:7][C:8]([C:10]1[CH:15]=[CH:14][N:13]=[C:12]([C:16]2[CH:21]=[C:20]([N:22]3[CH2:27][CH2:26][CH2:25][CH2:24][CH2:23]3)[CH:19]=[CH:18][C:17]=2[NH:28][C:29]([C:31]2[CH:32]=[C:33]([CH:41]=[CH:42][CH:43]=2)[CH2:34][S:35][CH2:36][CH2:37][C:38](O)=[O:39])=[O:30])[CH:11]=1)=[O:9].C(N(C(C)C)CC)(C)C.[O:58]1[CH2:63][CH2:62][N:61]([CH2:64][CH2:65][NH2:66])[CH2:60][CH2:59]1.CN(C(ON1N=NC2C=CC=NC1=2)=[N+](C)C)C.F[P-](F)(F)(F)(F)F, predict the reaction product. The product is: [O:58]1[CH2:63][CH2:62][N:61]([CH2:64][CH2:65][NH:66][C:38](=[O:39])[CH2:37][CH2:36][S:35][CH2:34][C:33]2[CH:32]=[C:31]([CH:43]=[CH:42][CH:41]=2)[C:29]([NH:28][C:17]2[CH:18]=[CH:19][C:20]([N:22]3[CH2:27][CH2:26][CH2:25][CH2:24][CH2:23]3)=[CH:21][C:16]=2[C:12]2[CH:11]=[C:10]([CH:15]=[CH:14][N:13]=2)[C:8]([NH:7][CH2:6][C:5]2[CH:44]=[CH:45][CH:46]=[C:3]([C:2]([F:47])([F:1])[F:48])[CH:4]=2)=[O:9])=[O:30])[CH2:60][CH2:59]1. (9) The product is: [CH3:8][N:6]1[CH:7]=[C:2]([C:49]2[CH:48]=[CH:47][N:46]=[C:45]([NH:44][CH:42]([C:36]3[CH:41]=[CH:40][CH:39]=[CH:38][CH:37]=3)[CH3:43])[CH:50]=2)[C:3]2[O:12][C:11]([CH2:13][N:14]3[CH2:19][CH2:18][N:17]([S:20]([CH3:23])(=[O:22])=[O:21])[CH2:16][CH2:15]3)=[CH:10][C:4]=2[C:5]1=[O:9]. Given the reactants Br[C:2]1[C:3]2[O:12][C:11]([CH2:13][N:14]3[CH2:19][CH2:18][N:17]([S:20]([CH3:23])(=[O:22])=[O:21])[CH2:16][CH2:15]3)=[CH:10][C:4]=2[C:5](=[O:9])[N:6]([CH3:8])[CH:7]=1.IC1C(=O)N(C)C=C(I)C=1OC.[C:36]1([CH:42]([NH:44][C:45]2[CH:50]=[C:49](B3OC(C)(C)C(C)(C)O3)[CH:48]=[CH:47][N:46]=2)[CH3:43])[CH:41]=[CH:40][CH:39]=[CH:38][CH:37]=1.C(=O)([O-])[O-].[K+].[K+], predict the reaction product. (10) Given the reactants [CH3:1][C:2]1[C:3]([C:8]([OH:10])=[O:9])=[N:4][CH:5]=[CH:6][N:7]=1.[CH3:11]O, predict the reaction product. The product is: [CH3:1][C:2]1[C:3]([C:8]([O:10][CH3:11])=[O:9])=[N:4][CH:5]=[CH:6][N:7]=1.